This data is from Catalyst prediction with 721,799 reactions and 888 catalyst types from USPTO. The task is: Predict which catalyst facilitates the given reaction. (1) Reactant: Cl.C(N=C=NCCCN(C)C)C.[CH2:13]([O:15][C:16]([N:18]1[CH2:23][CH2:22][N:21]([C:24]2[CH:29]=[CH:28][C:27]([NH2:30])=[CH:26][CH:25]=2)[CH2:20][CH2:19]1)=[O:17])[CH3:14].[I:31][C:32]1[CH:40]=[CH:39][CH:38]=[CH:37][C:33]=1[C:34](O)=[O:35].ON1C2C=CC=CC=2N=N1. Product: [I:31][C:32]1[CH:40]=[CH:39][CH:38]=[CH:37][C:33]=1[C:34]([NH:30][C:27]1[CH:26]=[CH:25][C:24]([N:21]2[CH2:22][CH2:23][N:18]([C:16]([O:15][CH2:13][CH3:14])=[O:17])[CH2:19][CH2:20]2)=[CH:29][CH:28]=1)=[O:35]. The catalyst class is: 34. (2) Reactant: C([O:4][CH2:5][C:6]([N:9]1[CH:18]=[CH:17][C:16]2[C:11](=[CH:12][CH:13]=[CH:14][C:15]=2[NH2:19])[C:10]1=[O:20])([CH3:8])[CH3:7])(=O)C.C(Cl)Cl.[C:24]12([CH2:34][C:35](O)=[O:36])[CH2:33][CH:28]3[CH2:29][CH:30]([CH2:32][CH:26]([CH2:27]3)[CH2:25]1)[CH2:31]2.F[P-](F)(F)(F)(F)F.C[N+](C)=C(N(C)C)ON1C2N=CC=CC=2N=N1.C(N(CC)C(C)C)(C)C.CO.C(=O)([O-])[O-].[K+].[K+]. Product: [C:24]12([CH2:34][C:35]([NH:19][C:15]3[CH:14]=[CH:13][CH:12]=[C:11]4[C:16]=3[CH:17]=[CH:18][N:9]([C:6]([CH3:7])([CH3:8])[CH2:5][OH:4])[C:10]4=[O:20])=[O:36])[CH2:31][CH:30]3[CH2:29][CH:28]([CH2:27][CH:26]([CH2:32]3)[CH2:25]1)[CH2:33]2. The catalyst class is: 6. (3) Reactant: CC1(C)[O:6][C@@H:5]([CH2:7][O:8][NH:9][C:10]([C:12]2[CH:13]=[C:14]3[CH:19]=[CH:18][N:17]=[CH:16][N:15]3[C:20]=2[NH:21][C:22]2[CH:27]=[CH:26][C:25]([S:28][CH3:29])=[CH:24][C:23]=2[F:30])=[O:11])[CH2:4][O:3]1.Cl.O1CCOCC1. Product: [OH:6][C@H:5]([CH2:4][OH:3])[CH2:7][O:8][NH:9][C:10]([C:12]1[CH:13]=[C:14]2[CH:19]=[CH:18][N:17]=[CH:16][N:15]2[C:20]=1[NH:21][C:22]1[CH:27]=[CH:26][C:25]([S:28][CH3:29])=[CH:24][C:23]=1[F:30])=[O:11]. The catalyst class is: 125. (4) Reactant: [C:1]([OH:10])(=O)[C:2]1[C:3](=[CH:5][CH:6]=[CH:7][CH:8]=1)[NH2:4].[C:11]1(=[O:26])[N:15]([CH2:16][CH2:17][C:18](O)=O)[C:14](=[O:21])[C:13]2=[CH:22][CH:23]=[CH:24][CH:25]=[C:12]12.C1(OP(OC2C=CC=CC=2)OC2C=CC=CC=2)C=CC=CC=1.[CH3:49][O:50][C:51]1[CH:56]=[CH:55][C:54]([NH2:57])=[CH:53][CH:52]=1. Product: [CH3:49][O:50][C:51]1[CH:56]=[CH:55][C:54]([N:57]2[C:1](=[O:10])[C:2]3[C:3](=[CH:5][CH:6]=[CH:7][CH:8]=3)[N:4]=[C:18]2[CH2:17][CH2:16][N:15]2[C:14](=[O:21])[C:13]3[C:12](=[CH:25][CH:24]=[CH:23][CH:22]=3)[C:11]2=[O:26])=[CH:53][CH:52]=1. The catalyst class is: 17. (5) Reactant: [CH2:1]([S:3]([C:6]1[S:10][C:9]([C:11]2[CH:19]=[CH:18][C:14]([C:15]([OH:17])=O)=[CH:13][CH:12]=2)=[CH:8][CH:7]=1)(=[O:5])=[O:4])[CH3:2].[Li].CCN=C=NCCCN(C)C.Cl.C1C=CC2N(O)N=NC=2C=1.CCN(C(C)C)C(C)C.[CH3:52][C@@H:53]1[CH2:57][CH2:56][CH2:55][N:54]1[CH2:58][C@@H:59]1[CH2:63][CH2:62][CH2:61][NH:60]1. Product: [CH2:1]([S:3]([C:6]1[S:10][C:9]([C:11]2[CH:12]=[CH:13][C:14]([C:15]([N:60]3[CH2:61][CH2:62][CH2:63][C@H:59]3[CH2:58][N:54]3[CH2:55][CH2:56][CH2:57][C@H:53]3[CH3:52])=[O:17])=[CH:18][CH:19]=2)=[CH:8][CH:7]=1)(=[O:4])=[O:5])[CH3:2]. The catalyst class is: 174. (6) Reactant: [F:1][C:2]([Si](C)(C)C)([F:4])[F:3].C(=O)([O-])[O-].[Cs+].[Cs+].[Br:15][C:16]1[CH:21]=[CH:20][C:19]([F:22])=[CH:18][C:17]=1[C:23]([CH3:43])([CH3:42])[CH2:24][C:25](=[O:41])[C:26]([NH:28][C:29]1[CH:30]=[CH:31][C:32]2[C:37](=[O:38])[O:36][N:35]=[C:34]([CH3:39])[C:33]=2[CH:40]=1)=[O:27].[SiH4]. Product: [Br:15][C:16]1[CH:21]=[CH:20][C:19]([F:22])=[CH:18][C:17]=1[C:23]([CH3:43])([CH3:42])[CH2:24][C:25]([OH:41])([C:2]([F:4])([F:3])[F:1])[C:26]([NH:28][C:29]1[CH:30]=[CH:31][C:32]2[C:37](=[O:38])[O:36][N:35]=[C:34]([CH3:39])[C:33]=2[CH:40]=1)=[O:27]. The catalyst class is: 39.